Dataset: Forward reaction prediction with 1.9M reactions from USPTO patents (1976-2016). Task: Predict the product of the given reaction. (1) Given the reactants [F:1][C:2]1[CH:7]=[CH:6][C:5]([C:8]2[CH:12]=[C:11]([CH:13]3[CH2:18][CH2:17][O:16][CH2:15][CH2:14]3)[N:10]([CH3:19])[N:9]=2)=[CH:4][CH:3]=1.C1C(=O)N([Br:27])C(=O)C1, predict the reaction product. The product is: [Br:27][C:12]1[C:8]([C:5]2[CH:6]=[CH:7][C:2]([F:1])=[CH:3][CH:4]=2)=[N:9][N:10]([CH3:19])[C:11]=1[CH:13]1[CH2:18][CH2:17][O:16][CH2:15][CH2:14]1. (2) Given the reactants [Br:1][C:2]1[N:6]2[N:7]=[C:8]([NH:11][CH2:12][C@@H:13]3[CH2:17][CH2:16][CH2:15][NH:14]3)[CH:9]=[CH:10][C:5]2=[N:4][CH:3]=1.C(N(CC)CC)C.[C:25]([N:29]=[C:30]=[O:31])([CH3:28])([CH3:27])[CH3:26], predict the reaction product. The product is: [Br:1][C:2]1[N:6]2[N:7]=[C:8]([NH:11][CH2:12][C@@H:13]3[CH2:17][CH2:16][CH2:15][N:14]3[C:30]([NH:29][C:25]([CH3:28])([CH3:27])[CH3:26])=[O:31])[CH:9]=[CH:10][C:5]2=[N:4][CH:3]=1. (3) Given the reactants [OH:1][C:2]1[CH:11]=[CH:10][CH:9]=[C:8]([CH3:12])[C:3]=1[C:4]([O:6][CH3:7])=[O:5].[Si:13](Cl)([C:16]([CH3:19])([CH3:18])[CH3:17])([CH3:15])[CH3:14].C(N(CC)C(C)C)(C)C, predict the reaction product. The product is: [Si:13]([O:1][C:2]1[CH:11]=[CH:10][CH:9]=[C:8]([CH3:12])[C:3]=1[C:4]([O:6][CH3:7])=[O:5])([C:16]([CH3:19])([CH3:18])[CH3:17])([CH3:15])[CH3:14]. (4) Given the reactants [CH2:1]([O:3][C:4]([C:6]1[CH:10]=[C:9]([C:11]2[CH:16]=[CH:15][N:14]=[C:13]([NH:17][C:18]3[CH:23]=[CH:22][C:21]([N:24]4[CH2:29][CH2:28][N:27]([CH3:30])[CH2:26][CH2:25]4)=[CH:20][C:19]=3[O:31][CH3:32])[N:12]=2)[NH:8][CH:7]=1)=[O:5])[CH3:2].[H-].[Na+].[CH3:35]I, predict the reaction product. The product is: [CH2:1]([O:3][C:4]([C:6]1[CH:10]=[C:9]([C:11]2[CH:16]=[CH:15][N:14]=[C:13]([NH:17][C:18]3[CH:23]=[CH:22][C:21]([N:24]4[CH2:25][CH2:26][N:27]([CH3:30])[CH2:28][CH2:29]4)=[CH:20][C:19]=3[O:31][CH3:32])[N:12]=2)[N:8]([CH3:35])[CH:7]=1)=[O:5])[CH3:2]. (5) Given the reactants N(C(OC(C)C)=O)=NC(OC(C)C)=O.C1(P(C2C=CC=CC=2)C2C=CC=CC=2)C=CC=CC=1.[C:34]([OH:42])(=[S:41])[C:35]1[CH:40]=[CH:39][CH:38]=[CH:37][CH:36]=1.[F:43][C:44]([F:53])([C:49]([F:52])([F:51])[F:50])[CH2:45][CH2:46][CH2:47]O, predict the reaction product. The product is: [F:43][C:44]([F:53])([C:49]([F:52])([F:51])[F:50])[CH2:45][CH2:46][CH2:47][S:41][C:34](=[O:42])[C:35]1[CH:40]=[CH:39][CH:38]=[CH:37][CH:36]=1. (6) Given the reactants [F:1][C:2]1[CH:7]=[CH:6][C:5]([C:8]([C:11]2[CH:16]=[C:15]([O:17][C:18]([F:23])([F:22])[CH:19]([F:21])[F:20])[CH:14]=[C:13]([F:24])[CH:12]=2)=[N:9]O)=[CH:4][C:3]=1[O:25][CH:26]([CH3:28])[CH3:27].C([O-])(=O)C.[NH4+], predict the reaction product. The product is: [F:1][C:2]1[CH:7]=[CH:6][C:5]([CH:8]([C:11]2[CH:16]=[C:15]([O:17][C:18]([F:22])([F:23])[CH:19]([F:21])[F:20])[CH:14]=[C:13]([F:24])[CH:12]=2)[NH2:9])=[CH:4][C:3]=1[O:25][CH:26]([CH3:28])[CH3:27]. (7) Given the reactants [C:1]([C@H:4]1[CH2:8][CH2:7][CH2:6][N:5]1[C:9]([C:11]1[CH:12]=[C:13]([N:17]2[C:25]3[C:20](=[CH:21][C:22]([O:26][C@H:27]([C:38]4[CH:43]=[CH:42][CH:41]=[CH:40][CH:39]=4)[C@@H:28]([NH:30]C(=O)OC(C)(C)C)[CH3:29])=[CH:23][CH:24]=3)[CH:19]=[N:18]2)[CH:14]=[CH:15][CH:16]=1)=[O:10])(=[O:3])[NH2:2].Cl, predict the reaction product. The product is: [NH2:30][C@@H:28]([CH3:29])[C@H:27]([O:26][C:22]1[CH:21]=[C:20]2[C:25](=[CH:24][CH:23]=1)[N:17]([C:13]1[CH:12]=[C:11]([C:9]([N:5]3[CH2:6][CH2:7][CH2:8][C@@H:4]3[C:1]([NH2:2])=[O:3])=[O:10])[CH:16]=[CH:15][CH:14]=1)[N:18]=[CH:19]2)[C:38]1[CH:43]=[CH:42][CH:41]=[CH:40][CH:39]=1. (8) Given the reactants C(Cl)(=O)C(Cl)=O.[C:7]([C:10]1[CH:40]=[CH:39][C:13]([O:14][CH2:15][C:16]2[CH:21]=[CH:20][C:19]([CH:22]([O:32][CH:33]3[CH2:38][CH2:37][CH2:36][CH2:35][O:34]3)[C:23]3[CH:24]=[C:25]([CH:29]=[CH:30][CH:31]=3)[C:26]([OH:28])=[O:27])=[CH:18][CH:17]=2)=[C:12]([CH3:41])[C:11]=1[OH:42])(=[O:9])[CH3:8].N1C=CC=CC=1.[NH2:49][NH:50][C:51]([NH2:53])=[S:52], predict the reaction product. The product is: [NH2:49][NH:50][C:51]([NH2:53])=[S:52].[C:7]([C:10]1[CH:40]=[CH:39][C:13]([O:14][CH2:15][C:16]2[CH:21]=[CH:20][C:19]([CH:22]([O:32][CH:33]3[CH2:38][CH2:37][CH2:36][CH2:35][O:34]3)[C:23]3[CH:24]=[C:25]([CH:29]=[CH:30][CH:31]=3)[C:26]([OH:28])=[O:27])=[CH:18][CH:17]=2)=[C:12]([CH3:41])[C:11]=1[OH:42])(=[O:9])[CH3:8]. (9) Given the reactants [Br:1][C:2]1[NH:3][C:4]2[C:9]([C:10]=1[CH:11]1[CH2:16][CH2:15][CH2:14][CH2:13][CH2:12]1)=[CH:8][CH:7]=[C:6]([C:17](O)=O)[CH:5]=2.[N:20]1C=CC=CC=1.C(OC(OC(C)(C)C)=O)(OC(C)(C)C)=O.CCN(CC)CC.O(C(C(F)(F)F)=O)C(C(F)(F)F)=O, predict the reaction product. The product is: [Br:1][C:2]1[NH:3][C:4]2[C:9]([C:10]=1[CH:11]1[CH2:16][CH2:15][CH2:14][CH2:13][CH2:12]1)=[CH:8][CH:7]=[C:6]([C:17]#[N:20])[CH:5]=2. (10) Given the reactants C(OC([N:8]1[CH2:20][C@H:19]2[C@H:11]([CH2:12][C:13]3[C:18]2=[CH:17][C:16]([C:21]2[CH:26]=[CH:25][C:24]([Cl:27])=[CH:23][C:22]=2[Cl:28])=[CH:15][CH:14]=3)[CH2:10][CH2:9]1)=O)(C)(C)C.FC(F)(F)C(O)=O, predict the reaction product. The product is: [Cl:28][C:22]1[CH:23]=[C:24]([Cl:27])[CH:25]=[CH:26][C:21]=1[C:16]1[CH:17]=[C:18]2[C:13](=[CH:14][CH:15]=1)[CH2:12][C@H:11]1[C@@H:19]2[CH2:20][NH:8][CH2:9][CH2:10]1.